This data is from Catalyst prediction with 721,799 reactions and 888 catalyst types from USPTO. The task is: Predict which catalyst facilitates the given reaction. (1) Reactant: [CH3:1][CH:2]1[CH2:10][C:9]2[C:4](=[CH:5][CH:6]=[CH:7][C:8]=2[S:11][C:12]2[CH:20]=[CH:19][CH:18]=[C:17]3[C:13]=2[CH2:14][CH:15]([CH3:22])[C:16]3=O)[C:3]1=O.[C:24]1([Mg]Br)[CH:29]=[CH:28][CH:27]=[CH:26][CH:25]=1.[Mg].Br[C:34]1[CH:39]=[CH:38][CH:37]=[CH:36][CH:35]=1.Cl. Product: [CH3:1][C:2]1[CH2:10][C:9]2[C:4]([C:3]=1[C:24]1[CH:29]=[CH:28][CH:27]=[CH:26][CH:25]=1)=[CH:5][CH:6]=[CH:7][C:8]=2[S:11][C:12]1[CH:20]=[CH:19][CH:18]=[C:17]2[C:13]=1[CH2:14][C:15]([CH3:22])=[C:16]2[C:34]1[CH:39]=[CH:38][CH:37]=[CH:36][CH:35]=1. The catalyst class is: 316. (2) Reactant: Cl[C:2]1[O:3][C:4]2[C:5](=[C:7]([C:19]#[N:20])[C:8]([CH3:18])=[C:9]([C:12]3[CH:17]=[CH:16][CH:15]=[CH:14][CH:13]=3)[C:10]=2[F:11])[N:6]=1.[NH:21]1[CH2:31][CH2:30][CH:24]([C:25]([O:27][CH2:28][CH3:29])=[O:26])[CH2:23][CH2:22]1.C(N(C(C)C)CC)(C)C. Product: [C:19]([C:7]1[C:5]2[N:6]=[C:2]([N:21]3[CH2:31][CH2:30][CH:24]([C:25]([O:27][CH2:28][CH3:29])=[O:26])[CH2:23][CH2:22]3)[O:3][C:4]=2[C:10]([F:11])=[C:9]([C:12]2[CH:17]=[CH:16][CH:15]=[CH:14][CH:13]=2)[C:8]=1[CH3:18])#[N:20]. The catalyst class is: 4. (3) Reactant: [CH:1]1([N:4]([CH2:39][C:40]2[CH:45]=[C:44]([CH2:46][CH2:47][CH2:48][O:49][CH3:50])[CH:43]=[C:42]([OH:51])[CH:41]=2)[C:5]([C@@H:7]2[C@@H:12]([C:13]3[CH:18]=[CH:17][C:16]([O:19][CH2:20][CH2:21][O:22][C:23]4[C:28]([Cl:29])=[CH:27][C:26]([CH3:30])=[CH:25][C:24]=4[Cl:31])=[CH:15][CH:14]=3)[CH2:11][CH2:10][N:9]([C:32]([O:34][C:35]([CH3:38])([CH3:37])[CH3:36])=[O:33])[CH2:8]2)=[O:6])[CH2:3][CH2:2]1.CS(O[CH2:57][C:58]1([CH2:61][C:62]([O:64][CH3:65])=[O:63])[CH2:60][CH2:59]1)(=O)=O.C(=O)([O-])[O-].[Cs+].[Cs+]. Product: [CH:1]1([N:4]([CH2:39][C:40]2[CH:45]=[C:44]([CH2:46][CH2:47][CH2:48][O:49][CH3:50])[CH:43]=[C:42]([O:51][CH2:57][C:58]3([CH2:61][C:62]([O:64][CH3:65])=[O:63])[CH2:60][CH2:59]3)[CH:41]=2)[C:5]([C@@H:7]2[C@@H:12]([C:13]3[CH:14]=[CH:15][C:16]([O:19][CH2:20][CH2:21][O:22][C:23]4[C:28]([Cl:29])=[CH:27][C:26]([CH3:30])=[CH:25][C:24]=4[Cl:31])=[CH:17][CH:18]=3)[CH2:11][CH2:10][N:9]([C:32]([O:34][C:35]([CH3:38])([CH3:37])[CH3:36])=[O:33])[CH2:8]2)=[O:6])[CH2:3][CH2:2]1. The catalyst class is: 215. (4) Reactant: [CH3:1][C:2]([O:5][C:6]([N:8]1[CH2:12][CH2:11][CH2:10][C@H:9]1[CH2:13][NH:14][C:15]([N:17]=[CH:18]N(C)C)=[S:16])=[O:7])([CH3:4])[CH3:3].Br[CH2:23][C:24]([C:26]1[CH:31]=[CH:30][CH:29]=[CH:28][C:27]=1[CH2:32][CH3:33])=[O:25]. Product: [C:2]([O:5][C:6]([N:8]1[CH2:12][CH2:11][CH2:10][C@H:9]1[CH2:13][NH:14][C:15]1[S:16][C:23]([C:24](=[O:25])[C:26]2[CH:31]=[CH:30][CH:29]=[CH:28][C:27]=2[CH2:32][CH3:33])=[CH:18][N:17]=1)=[O:7])([CH3:1])([CH3:3])[CH3:4]. The catalyst class is: 204.